This data is from Full USPTO retrosynthesis dataset with 1.9M reactions from patents (1976-2016). The task is: Predict the reactants needed to synthesize the given product. Given the product [Cl:7][C:8]1[CH:9]=[C:10](/[CH:15]=[CH:16]/[C:17]([N:19]2[CH2:25][CH2:24][C:23](=[O:26])[N:22]([CH2:27][CH:28]=[O:29])[CH2:21][CH2:20]2)=[O:18])[CH:11]=[CH:12][C:13]=1[Cl:14], predict the reactants needed to synthesize it. The reactants are: [H-].[H-].[H-].[H-].[Li+].[Al+3].[Cl:7][C:8]1[CH:9]=[C:10](/[CH:15]=[CH:16]/[C:17]([N:19]2[CH2:25][CH2:24][C:23](=[O:26])[N:22]([CH2:27][C:28](N(OC)C)=[O:29])[CH2:21][CH2:20]2)=[O:18])[CH:11]=[CH:12][C:13]=1[Cl:14].CC(C)=O.C(O)(=O)C.OS([O-])(=O)=O.[K+].